Predict which catalyst facilitates the given reaction. From a dataset of Catalyst prediction with 721,799 reactions and 888 catalyst types from USPTO. (1) Reactant: [C:1]12([CH2:11][C:12]([NH:14][C:15]3[CH:24]=[CH:23][CH:22]=[C:21]4[C:16]=3[CH:17]=[CH:18][C:19](Cl)=[N:20]4)=[O:13])[CH2:10][CH:5]3[CH2:6][CH:7]([CH2:9][CH:3]([CH2:4]3)[CH2:2]1)[CH2:8]2.[OH:26][CH2:27][CH2:28][CH2:29][N:30]([CH2:38][C:39]#[CH:40])[C:31](=[O:37])[O:32][C:33]([CH3:36])([CH3:35])[CH3:34]. Product: [C:1]12([CH2:11][C:12]([NH:14][C:15]3[CH:24]=[CH:23][CH:22]=[C:21]4[C:16]=3[CH:17]=[CH:18][C:19]([C:40]#[C:39][CH2:38][N:30]([CH2:29][CH2:28][CH2:27][OH:26])[C:31](=[O:37])[O:32][C:33]([CH3:36])([CH3:34])[CH3:35])=[N:20]4)=[O:13])[CH2:10][CH:5]3[CH2:6][CH:7]([CH2:9][CH:3]([CH2:4]3)[CH2:2]1)[CH2:8]2. The catalyst class is: 556. (2) Reactant: [NH2:1][C@@H:2]([C:13]1[NH:14][CH:15]=[C:16]([C:18]2[CH:23]=[CH:22][CH:21]=[CH:20][CH:19]=2)[N:17]=1)[CH2:3][C:4]1[C:12]2[C:7](=[CH:8][CH:9]=[CH:10][CH:11]=2)[NH:6][CH:5]=1.[CH:24](=O)[C:25]1[CH:30]=[CH:29][C:28]([O:31][CH3:32])=[CH:27][CH:26]=1.[BH4-].ClCCl. Product: [CH3:32][O:31][C:28]1[CH:29]=[CH:30][C:25]([CH2:24][NH:1][C@@H:2]([C:13]2[NH:14][CH:15]=[C:16]([C:18]3[CH:23]=[CH:22][CH:21]=[CH:20][CH:19]=3)[N:17]=2)[CH2:3][C:4]2[C:12]3[C:7](=[CH:8][CH:9]=[CH:10][CH:11]=3)[NH:6][CH:5]=2)=[CH:26][CH:27]=1. The catalyst class is: 5. (3) Reactant: [C:1]([O:5][C:6]([NH:8][C@@H:9]([C:12]([OH:14])=[O:13])[CH2:10][OH:11])=[O:7])([CH3:4])([CH3:3])[CH3:2].C([O-])(C)(C)C.[K+].[F:21][C:22]1[CH:29]=[CH:28][C:25]([CH2:26]Cl)=[CH:24][CH:23]=1.O. Product: [C:1]([O:5][C:6]([NH:8][C@H:9]([CH2:10][O:11][CH2:26][C:25]1[CH:28]=[CH:29][C:22]([F:21])=[CH:23][CH:24]=1)[C:12]([OH:14])=[O:13])=[O:7])([CH3:4])([CH3:2])[CH3:3]. The catalyst class is: 3. (4) Reactant: [CH3:1][N:2]1[CH2:18][CH2:17][C:5]2[N:6]([CH2:14][CH2:15][NH2:16])[C:7]3[CH:8]=[CH:9][C:10]([CH3:13])=[CH:11][C:12]=3[C:4]=2[CH2:3]1.[C:19]([O:23][C:24]([N:26]1[CH2:31][CH2:30][CH:29]([C:32](O)=[O:33])[CH2:28][CH2:27]1)=[O:25])([CH3:22])([CH3:21])[CH3:20].C1(N=C=NC2CCCCC2)CCCCC1. Product: [CH3:1][N:2]1[CH2:18][CH2:17][C:5]2[N:6]([CH2:14][CH2:15][NH:16][C:32]([CH:29]3[CH2:30][CH2:31][N:26]([C:24]([O:23][C:19]([CH3:22])([CH3:21])[CH3:20])=[O:25])[CH2:27][CH2:28]3)=[O:33])[C:7]3[CH:8]=[CH:9][C:10]([CH3:13])=[CH:11][C:12]=3[C:4]=2[CH2:3]1. The catalyst class is: 119. (5) Reactant: [CH3:1][O:2][C:3](=[O:24])[C@@H:4]([NH:16][C:17]([O:19][C:20]([CH3:23])([CH3:22])[CH3:21])=[O:18])[C@H:5]1[CH2:10][CH2:9][C@@H:8](OS(C)(=O)=O)[CH2:7][CH2:6]1.[N-:25]=[N+:26]=[N-:27].[Li+]. The catalyst class is: 39. Product: [CH3:1][O:2][C:3](=[O:24])[C@H:4]([C@H:5]1[CH2:10][CH2:9][C@H:8]([N:25]=[N+:26]=[N-:27])[CH2:7][CH2:6]1)[NH:16][C:17]([O:19][C:20]([CH3:23])([CH3:22])[CH3:21])=[O:18].